Dataset: Catalyst prediction with 721,799 reactions and 888 catalyst types from USPTO. Task: Predict which catalyst facilitates the given reaction. Reactant: [NH:1]1[CH2:6][CH2:5][CH2:4][CH:3]([C:7]([O:9][CH2:10][CH3:11])=[O:8])[CH2:2]1.[C:12]1([S:18](Cl)(=[O:20])=[O:19])[CH:17]=[CH:16][CH:15]=[CH:14][CH:13]=1.C(N(CC)CC)C. Product: [C:12]1([S:18]([N:1]2[CH2:6][CH2:5][CH2:4][CH:3]([C:7]([O:9][CH2:10][CH3:11])=[O:8])[CH2:2]2)(=[O:20])=[O:19])[CH:17]=[CH:16][CH:15]=[CH:14][CH:13]=1. The catalyst class is: 2.